Dataset: Reaction yield outcomes from USPTO patents with 853,638 reactions. Task: Predict the reaction yield, written as a fraction of the theoretical maximum amount of product (1.0 means a 100% yield; for example, 0.34 means a 34% yield). (1) The reactants are [C:1]([O:5][C:6]([C:8]1[C:33]([F:34])=[CH:32][C:11]([O:12][CH2:13][CH:14]2[CH2:20][CH:19]3[N:21]([C:22]([O:24][CH2:25][C:26]4[CH:31]=[CH:30][CH:29]=[CH:28][CH:27]=4)=[O:23])[CH:16]([CH2:17][CH2:18]3)[CH2:15]2)=[C:10](Cl)[CH:9]=1)=[O:7])([CH3:4])([CH3:3])[CH3:2].[CH:36]1(B(O)O)[CH2:38][CH2:37]1.P([O-])([O-])([O-])=O.[K+].[K+].[K+].F[B-](F)(F)F.C1(P(C2CCCCC2)C2CCCCC2)CCCCC1. The catalyst is C1(C)C=CC=CC=1.O.C([O-])(=O)C.[Pd+2].C([O-])(=O)C. The product is [C:1]([O:5][C:6]([C:8]1[C:33]([F:34])=[CH:32][C:11]([O:12][CH2:13][CH:14]2[CH2:20][CH:19]3[N:21]([C:22]([O:24][CH2:25][C:26]4[CH:31]=[CH:30][CH:29]=[CH:28][CH:27]=4)=[O:23])[CH:16]([CH2:17][CH2:18]3)[CH2:15]2)=[C:10]([CH:36]2[CH2:38][CH2:37]2)[CH:9]=1)=[O:7])([CH3:4])([CH3:3])[CH3:2]. The yield is 0.660. (2) The product is [CH3:17][C:16]1[O:15][N:14]=[C:13]([C:18]2[CH:23]=[CH:22][CH:21]=[CH:20][N:19]=2)[C:12]=1[CH2:11][O:10][C:7]1[CH:8]=[CH:9][C:4]([C:3]([OH:24])=[O:2])=[CH:5][N:6]=1. The reactants are C[O:2][C:3](=[O:24])[C:4]1[CH:9]=[CH:8][C:7]([O:10][CH2:11][C:12]2[C:13]([C:18]3[CH:23]=[CH:22][CH:21]=[CH:20][N:19]=3)=[N:14][O:15][C:16]=2[CH3:17])=[N:6][CH:5]=1.O.[OH-].[Li+].Cl. The catalyst is C1COCC1.CO.O. The yield is 0.900.